Dataset: Forward reaction prediction with 1.9M reactions from USPTO patents (1976-2016). Task: Predict the product of the given reaction. (1) Given the reactants [ClH:1].Cl.[CH:3]1([CH2:6][NH:7][NH2:8])[CH2:5][CH2:4]1.[CH3:9][C:10]([CH3:17])([CH3:16])[C:11](=O)[CH2:12][C:13]#[N:14], predict the reaction product. The product is: [ClH:1].[C:10]([C:11]1[CH:12]=[C:13]([NH2:14])[N:7]([CH2:6][CH:3]2[CH2:5][CH2:4]2)[N:8]=1)([CH3:17])([CH3:16])[CH3:9]. (2) Given the reactants [CH2:1]([O:3][C:4]([N:6]1[C:15]2[C:10](=[N:11][C:12]([O:16][CH3:17])=[CH:13][CH:14]=2)[C@@H:9]([NH:18][C:19]2[O:20][CH:21]=[C:22]([C:24]([O:26][CH2:27][CH3:28])=[O:25])[N:23]=2)[CH2:8][C@H:7]1[CH2:29][CH3:30])=[O:5])[CH3:2].[H-].[Na+].[F:33][C:34]([F:48])([F:47])[C:35]1[CH:36]=[C:37]([CH:40]=[C:41]([C:43]([F:46])([F:45])[F:44])[CH:42]=1)[CH2:38]Br.O, predict the reaction product. The product is: [CH2:1]([O:3][C:4]([N:6]1[C:15]2[C:10](=[N:11][C:12]([O:16][CH3:17])=[CH:13][CH:14]=2)[C@@H:9]([NH:18][C:19]2[O:20][C:21]([CH2:38][C:37]3[CH:40]=[C:41]([C:43]([F:45])([F:46])[F:44])[CH:42]=[C:35]([C:34]([F:33])([F:47])[F:48])[CH:36]=3)=[C:22]([C:24]([O:26][CH2:27][CH3:28])=[O:25])[N:23]=2)[CH2:8][C@H:7]1[CH2:29][CH3:30])=[O:5])[CH3:2]. (3) Given the reactants [C:1]([O:5][C:6]([NH:8][CH:9]([CH3:18])[C:10](=O)[CH2:11][C:12]([O:14][CH2:15][CH3:16])=[O:13])=[O:7])([CH3:4])([CH3:3])[CH3:2].[NH2:19][C:20]1[C:27]([F:28])=[CH:26][CH:25]=[CH:24][C:21]=1[CH:22]=O, predict the reaction product. The product is: [C:1]([O:5][C:6]([NH:8][CH:9]([C:10]1[C:11]([C:12]([O:14][CH2:15][CH3:16])=[O:13])=[CH:22][C:21]2[C:20](=[C:27]([F:28])[CH:26]=[CH:25][CH:24]=2)[N:19]=1)[CH3:18])=[O:7])([CH3:4])([CH3:3])[CH3:2]. (4) The product is: [Cl:8][C:20]1[CH:21]=[C:15]([C:11]2[N:10]([CH3:9])[CH:14]=[N:13][N:12]=2)[CH:16]=[CH:17][C:18]=1[NH2:19]. Given the reactants C1C(=O)N([Cl:8])C(=O)C1.[CH3:9][N:10]1[CH:14]=[N:13][N:12]=[C:11]1[C:15]1[CH:21]=[CH:20][C:18]([NH2:19])=[CH:17][CH:16]=1, predict the reaction product. (5) Given the reactants C([O:3][C:4](=[O:55])[CH:5]([O:7][P:8]([CH2:17][CH2:18][N:19]1[CH2:24][CH2:23][N:22]([CH2:25][C:26]2[CH:31]=[CH:30][C:29]([C:32](=[O:54])[NH:33][C:34]3[CH:39]=[CH:38][C:37]([CH3:40])=[C:36]([NH:41][C:42]4[N:47]=[C:46]([C:48]5[CH:49]=[N:50][CH:51]=[CH:52][CH:53]=5)[CH:45]=[CH:44][N:43]=4)[CH:35]=3)=[CH:28][CH:27]=2)[CH2:21][CH2:20]1)([O:10]C1C=CC=CC=1)=[O:9])[CH3:6])C.[OH-].[Na+].Cl, predict the reaction product. The product is: [OH:10][P:8]([CH2:17][CH2:18][N:19]1[CH2:24][CH2:23][N:22]([CH2:25][C:26]2[CH:27]=[CH:28][C:29]([C:32](=[O:54])[NH:33][C:34]3[CH:39]=[CH:38][C:37]([CH3:40])=[C:36]([NH:41][C:42]4[N:47]=[C:46]([C:48]5[CH:49]=[N:50][CH:51]=[CH:52][CH:53]=5)[CH:45]=[CH:44][N:43]=4)[CH:35]=3)=[CH:30][CH:31]=2)[CH2:21][CH2:20]1)([O:7][CH:5]([CH3:6])[C:4]([OH:55])=[O:3])=[O:9]. (6) The product is: [NH:7]([C:14]1[N:19]=[C:18]([C:20]2[N:24]([CH:25]([CH3:27])[CH3:26])[C:23]([CH:28]=[N:31][OH:32])=[N:22][CH:21]=2)[CH:17]=[CH:16][N:15]=1)[C:8]1[CH:13]=[CH:12][CH:11]=[CH:10][CH:9]=1. Given the reactants N1C=CC=CC=1.[NH:7]([C:14]1[N:19]=[C:18]([C:20]2[N:24]([CH:25]([CH3:27])[CH3:26])[C:23]([CH:28]=O)=[N:22][CH:21]=2)[CH:17]=[CH:16][N:15]=1)[C:8]1[CH:13]=[CH:12][CH:11]=[CH:10][CH:9]=1.Cl.[NH2:31][OH:32].O, predict the reaction product. (7) Given the reactants [CH3:1][C:2]1[CH:9]=[CH:8][CH:7]=[CH:6][C:3]=1[C:4]#[N:5].[NH2:10][OH:11].O.C(Cl)Cl.CO, predict the reaction product. The product is: [OH:11][N:10]=[C:4]([NH2:5])[C:3]1[CH:6]=[CH:7][CH:8]=[CH:9][C:2]=1[CH3:1]. (8) Given the reactants [C:1]([C:4]1[CH:5]=[CH:6][C:7]([C:22]2[CH:27]=[CH:26][CH:25]=[C:24]([NH:28][C:29](=[O:37])[C:30]3[CH:35]=[CH:34][C:33]([F:36])=[CH:32][CH:31]=3)[C:23]=2[CH3:38])=[C:8]2[C:16]=1[NH:15][C:14]1[CH:13]=[C:12]([C:17]([O:19]CC)=[O:18])[CH:11]=[CH:10][C:9]2=1)(=[O:3])[NH2:2].[OH-].[Na+].Cl, predict the reaction product. The product is: [C:1]([C:4]1[CH:5]=[CH:6][C:7]([C:22]2[CH:27]=[CH:26][CH:25]=[C:24]([NH:28][C:29](=[O:37])[C:30]3[CH:31]=[CH:32][C:33]([F:36])=[CH:34][CH:35]=3)[C:23]=2[CH3:38])=[C:8]2[C:16]=1[NH:15][C:14]1[CH:13]=[C:12]([C:17]([OH:19])=[O:18])[CH:11]=[CH:10][C:9]2=1)(=[O:3])[NH2:2].